Task: Predict the product of the given reaction.. Dataset: Forward reaction prediction with 1.9M reactions from USPTO patents (1976-2016) (1) Given the reactants [CH3:1][CH2:2][C:3]([C:6]([O:8][C@@H:9]1[C@@H:14]2[C@@H:15]([CH2:20][CH2:21][C@@H:22](O)[CH2:23][C@@H:24]([OH:29])[CH2:25][C:26]([O-:28])=[O:27])[C@@H:16]([CH3:19])[CH:17]=[CH:18][C:13]2=[CH:12][C@H:11]([CH3:31])[CH2:10]1)=O)([CH3:5])[CH3:4].[NH4+].[Cl-].[Ca+2:34].[Cl-].[OH2:36], predict the reaction product. The product is: [CH3:1][CH2:2][C:3]([C:6]([O:8][C@@H:9]1[C@@H:14]2[C@@H:15]([CH2:20][CH2:21][C@H:22]3[O:28][C:26](=[O:27])[CH2:25][C@H:24]([OH:29])[CH2:23]3)[C@@H:16]([CH3:19])[CH:17]=[CH:18][C:13]2=[CH:12][C@H:11]([CH3:31])[CH2:10]1)=[O:36])([CH3:4])[CH3:5].[Ca:34]. (2) The product is: [Br:13][C:2]1[S:1][C:5]([C:7]2[CH:12]=[CH:11][CH:10]=[CH:9][CH:8]=2)=[CH:4][CH:3]=1.[Br:6][C:2]1[S:1][C:5]([C:14]2[CH:19]=[CH:18][C:17]([F:20])=[CH:16][CH:15]=2)=[CH:4][CH:3]=1.[Br:73][C:2]1[S:1][C:5]([C:24]2[CH:23]=[C:22]([F:21])[CH:27]=[C:26]([F:28])[CH:25]=2)=[CH:4][CH:3]=1. Given the reactants [S:1]1[CH:5]=[CH:4][CH:3]=[CH:2]1.[Br:6][C:7]1[CH:12]=[CH:11][CH:10]=[CH:9][CH:8]=1.[Br:13][C:14]1[CH:19]=[CH:18][C:17]([F:20])=[CH:16][CH:15]=1.[F:21][C:22]1[CH:23]=[C:24](Br)[CH:25]=[C:26]([F:28])[CH:27]=1.C1(C2SC=CC=2)C=CC=CC=1.FC1C=CC(C2SC=CC=2)=CC=1.FC1C=C(C2SC=CC=2)C=C(F)C=1.C1C(=O)N([Br:73])C(=O)C1, predict the reaction product.